From a dataset of Full USPTO retrosynthesis dataset with 1.9M reactions from patents (1976-2016). Predict the reactants needed to synthesize the given product. (1) Given the product [Cl:1][C:2]1[N:12]=[C:6]([NH:20][CH:17]2[CH2:19][CH2:18]2)[C:5]([F:9])=[CH:4][N:3]=1, predict the reactants needed to synthesize it. The reactants are: [Cl:1][C:2]1C=[C:6](Cl)[C:5]([F:9])=[CH:4][N:3]=1.CC[N:12](CC)CC.[CH:17]1([NH2:20])[CH2:19][CH2:18]1. (2) Given the product [CH2:25]([O:27][C:28]1[CH:29]=[C:30]([CH:33]=[C:34]([O:37][CH2:38][CH3:39])[C:35]=1[F:36])[CH2:31][N:2]1[CH2:7][CH2:6][CH:5]([NH:8][C:9]2[O:10][C:11]3[CH:17]=[CH:16][C:15]([O:18][CH2:19][C:20]4[NH:24][N:23]=[N:22][N:21]=4)=[CH:14][C:12]=3[N:13]=2)[CH2:4][CH2:3]1)[CH3:26], predict the reactants needed to synthesize it. The reactants are: Cl.[NH:2]1[CH2:7][CH2:6][CH:5]([NH:8][C:9]2[O:10][C:11]3[CH:17]=[CH:16][C:15]([O:18][CH2:19][C:20]4[NH:24][N:23]=[N:22][N:21]=4)=[CH:14][C:12]=3[N:13]=2)[CH2:4][CH2:3]1.[CH2:25]([O:27][C:28]1[CH:29]=[C:30]([CH:33]=[C:34]([O:37][CH2:38][CH3:39])[C:35]=1[F:36])[CH:31]=O)[CH3:26].C([BH3-])#N.[Na+].C(N(C(C)C)C(C)C)C. (3) Given the product [CH3:30][C:27]1[CH:28]=[CH:29][C:24]([O:23][C:20]2[CH:21]=[CH:22][C:17]([C:2]3[C:3]([NH2:8])=[N:4][CH:5]=[CH:6][CH:7]=3)=[CH:18][CH:19]=2)=[CH:25][CH:26]=1, predict the reactants needed to synthesize it. The reactants are: Br[C:2]1[C:3]([NH2:8])=[N:4][CH:5]=[CH:6][CH:7]=1.CC1(C)C(C)(C)OB([C:17]2[CH:22]=[CH:21][C:20]([O:23][C:24]3[CH:29]=[CH:28][C:27]([CH3:30])=[CH:26][CH:25]=3)=[CH:19][CH:18]=2)O1.C(=O)([O-])[O-].[Na+].[Na+]. (4) Given the product [C:34]([O:33][C:31]([NH:30][C@@H:7]([CH2:8][CH2:9][CH:10]([CH2:14][CH2:15][C:16]1[CH:17]=[CH:18][C:19]([OH:22])=[CH:20][CH:21]=1)[C:23]([O:25][C:26]([CH3:27])([CH3:28])[CH3:29])=[O:24])[C:6]([O:5][C:1]([CH3:4])([CH3:2])[CH3:3])=[O:38])=[O:32])([CH3:35])([CH3:36])[CH3:37], predict the reactants needed to synthesize it. The reactants are: [C:1]([O:5][C:6](=[O:38])[C@@H:7]([NH:30][C:31]([O:33][C:34]([CH3:37])([CH3:36])[CH3:35])=[O:32])[CH2:8][CH2:9][C:10]([C:23]([O:25][C:26]([CH3:29])([CH3:28])[CH3:27])=[O:24])([CH2:14][CH2:15][C:16]1[CH:21]=[CH:20][C:19]([OH:22])=[CH:18][CH:17]=1)C(O)=O)([CH3:4])([CH3:3])[CH3:2]. (5) The reactants are: C(N(S(F)(F)[F:7])CC)C.[F:10][C:11]1[CH:12]=[C:13]([CH:20]=[C:21]([F:23])[CH:22]=1)[CH:14](O)[C:15]([O:17][CH3:18])=[O:16]. Given the product [F:10][C:11]1[CH:12]=[C:13]([CH:14]([F:7])[C:15]([O:17][CH3:18])=[O:16])[CH:20]=[C:21]([F:23])[CH:22]=1, predict the reactants needed to synthesize it. (6) The reactants are: CC1(C)O[C:6](=[O:8])[CH:5]=[C:4]([CH3:9])[O:3]1.[C:11]([C:15]1[CH:20]=[CH:19][C:18]([CH2:21][NH2:22])=[CH:17][CH:16]=1)([CH3:14])([CH3:13])[CH3:12]. Given the product [C:11]([C:15]1[CH:16]=[CH:17][C:18]([CH2:21][NH:22][C:6](=[O:8])[CH2:5][C:4](=[O:3])[CH3:9])=[CH:19][CH:20]=1)([CH3:14])([CH3:12])[CH3:13], predict the reactants needed to synthesize it.